Dataset: Peptide-MHC class I binding affinity with 185,985 pairs from IEDB/IMGT. Task: Regression. Given a peptide amino acid sequence and an MHC pseudo amino acid sequence, predict their binding affinity value. This is MHC class I binding data. (1) The peptide sequence is ELAELLEMK. The MHC is HLA-A03:01 with pseudo-sequence HLA-A03:01. The binding affinity (normalized) is 0.238. (2) The peptide sequence is LTFGWCFKL. The MHC is HLA-A24:02 with pseudo-sequence HLA-A24:02. The binding affinity (normalized) is 0.0639. (3) The peptide sequence is QCWRSFLNK. The MHC is HLA-A03:01 with pseudo-sequence HLA-A03:01. The binding affinity (normalized) is 0.414. (4) The peptide sequence is NAISSRVDRY. The MHC is HLA-A33:01 with pseudo-sequence HLA-A33:01. The binding affinity (normalized) is 0. (5) The peptide sequence is RELVRKTRF. The MHC is HLA-B35:01 with pseudo-sequence HLA-B35:01. The binding affinity (normalized) is 0.0847. (6) The peptide sequence is QPFPQPQL. The MHC is HLA-B51:01 with pseudo-sequence HLA-B51:01. The binding affinity (normalized) is 0.290.